Dataset: Peptide-MHC class II binding affinity with 134,281 pairs from IEDB. Task: Regression. Given a peptide amino acid sequence and an MHC pseudo amino acid sequence, predict their binding affinity value. This is MHC class II binding data. (1) The peptide sequence is KNKVVKVLRPAPGGK. The MHC is DRB1_0901 with pseudo-sequence DRB1_0901. The binding affinity (normalized) is 0.544. (2) The peptide sequence is QGEPGRVIRGKKGAG. The MHC is DRB1_0101 with pseudo-sequence DRB1_0101. The binding affinity (normalized) is 0.489. (3) The peptide sequence is GRGSGSSFEIKSTKPEASSG. The MHC is HLA-DPA10301-DPB10402 with pseudo-sequence HLA-DPA10301-DPB10402. The binding affinity (normalized) is 0.334. (4) The MHC is DRB1_1301 with pseudo-sequence DRB1_1301. The binding affinity (normalized) is 0.358. The peptide sequence is RVSPGNGWMIKETAC. (5) The peptide sequence is TSNYSGVVTTIMFLA. The MHC is DRB1_0101 with pseudo-sequence DRB1_0101. The binding affinity (normalized) is 0.466. (6) The peptide sequence is KVLELAAALSDDFER. The MHC is DRB1_1101 with pseudo-sequence DRB1_1101. The binding affinity (normalized) is 0.138. (7) The peptide sequence is KNAIEKLNNQTKTAV. The MHC is DRB1_0101 with pseudo-sequence DRB1_0101. The binding affinity (normalized) is 0.556. (8) The peptide sequence is QTYVTQQLIRAAEIR. The MHC is DRB1_0301 with pseudo-sequence DRB1_0301. The binding affinity (normalized) is 0.286.